Task: Predict the reactants needed to synthesize the given product.. Dataset: Full USPTO retrosynthesis dataset with 1.9M reactions from patents (1976-2016) Given the product [CH2:1]([O:8][C:9]([N:11]1[CH2:15][CH:14]([OH:16])[CH2:13][CH:12]1[CH2:17][C:19]1[C:27]2[C:22](=[CH:23][C:24]([F:28])=[CH:25][CH:26]=2)[NH:21][CH:20]=1)=[O:10])[C:2]1[CH:7]=[CH:6][CH:5]=[CH:4][CH:3]=1, predict the reactants needed to synthesize it. The reactants are: [CH2:1]([O:8][C:9]([N:11]1[CH2:15][CH:14]([OH:16])[CH2:13][CH:12]1[C:17]([C:19]1[C:27]2[C:22](=[CH:23][C:24]([F:28])=[CH:25][CH:26]=2)[NH:21][CH:20]=1)=O)=[O:10])[C:2]1[CH:7]=[CH:6][CH:5]=[CH:4][CH:3]=1.[Li+].[BH4-].CS(O)(=O)=O.